This data is from Reaction yield outcomes from USPTO patents with 853,638 reactions. The task is: Predict the reaction yield, written as a fraction of the theoretical maximum amount of product (1.0 means a 100% yield; for example, 0.34 means a 34% yield). The reactants are [F:1][C:2]1[CH:7]=[C:6]([F:8])[CH:5]=[CH:4][C:3]=1[C@@H:9]1[CH2:13][NH:12][CH2:11][C@H:10]1[C:14]([O:16][CH3:17])=[O:15].CCN(C(C)C)C(C)C.[Cl:27][C:28]1[N:29]=[N:30][C:31](Cl)=[CH:32][CH:33]=1. The catalyst is O1CCOCC1. The product is [F:1][C:2]1[CH:7]=[C:6]([F:8])[CH:5]=[CH:4][C:3]=1[C@@H:9]1[CH2:13][N:12]([C:31]2[N:30]=[N:29][C:28]([Cl:27])=[CH:33][CH:32]=2)[CH2:11][C@H:10]1[C:14]([O:16][CH3:17])=[O:15]. The yield is 0.650.